From a dataset of Reaction yield outcomes from USPTO patents with 853,638 reactions. Predict the reaction yield, written as a fraction of the theoretical maximum amount of product (1.0 means a 100% yield; for example, 0.34 means a 34% yield). The reactants are Br[C:2]1[C:3](=[O:12])[N:4]([CH3:11])[CH:5]=[C:6]([N+:8]([O-:10])=[O:9])[CH:7]=1.[CH3:13][C:14]1[CH:19]=[C:18]([CH3:20])[CH:17]=[CH:16][C:15]=1B(O)O.C(=O)([O-])[O-].[K+].[K+].O. The catalyst is O1CCOCC1.C(OCC)(=O)C.C1C=CC([P]([Pd]([P](C2C=CC=CC=2)(C2C=CC=CC=2)C2C=CC=CC=2)([P](C2C=CC=CC=2)(C2C=CC=CC=2)C2C=CC=CC=2)[P](C2C=CC=CC=2)(C2C=CC=CC=2)C2C=CC=CC=2)(C2C=CC=CC=2)C2C=CC=CC=2)=CC=1. The product is [CH3:13][C:14]1[CH:19]=[C:18]([CH3:20])[CH:17]=[CH:16][C:15]=1[C:2]1[C:3](=[O:12])[N:4]([CH3:11])[CH:5]=[C:6]([N+:8]([O-:10])=[O:9])[CH:7]=1. The yield is 0.826.